From a dataset of Full USPTO retrosynthesis dataset with 1.9M reactions from patents (1976-2016). Predict the reactants needed to synthesize the given product. (1) Given the product [CH3:12][O:6][C:5](=[O:7])[C:4]1[CH:8]=[CH:9][C:10]([O:11][CH2:18][CH:19]=[CH2:20])=[C:2]([Cl:1])[CH:3]=1, predict the reactants needed to synthesize it. The reactants are: [Cl:1][C:2]1[CH:3]=[C:4]([CH:8]=[CH:9][C:10]=1[OH:11])[C:5]([OH:7])=[O:6].[C:12](=O)([O-])[O-].[K+].[K+].[CH2:18](Br)[CH:19]=[CH2:20]. (2) Given the product [Cl:19][C:20]1[N:21]=[N:22][C:23]([N:7]2[C:15]3[C:10](=[CH:11][CH:12]=[CH:13][CH:14]=3)[CH2:9][C@H:8]2[C:16]([OH:18])=[O:17])=[CH:24][CH:25]=1, predict the reactants needed to synthesize it. The reactants are: CC(C)([O-])C.[Na+].[NH:7]1[C:15]2[C:10](=[CH:11][CH:12]=[CH:13][CH:14]=2)[CH2:9][C@H:8]1[C:16]([OH:18])=[O:17].[Cl:19][C:20]1[N:21]=[N:22][C:23](Cl)=[CH:24][CH:25]=1.Cl. (3) The reactants are: Cl[C:2]1[N:3]=[C:4]([OH:18])[C:5]2[CH:11]=[CH:10][N:9]=[C:8]([C:12]3[N:13]=[CH:14][N:15]([CH3:17])[CH:16]=3)[C:6]=2[N:7]=1.[Cl:19][C:20]1[CH:21]=[C:22]([OH:27])[CH:23]=[CH:24][C:25]=1[Cl:26].CCN(C(C)C)C(C)C. Given the product [Cl:19][C:20]1[CH:21]=[C:22]([CH:23]=[CH:24][C:25]=1[Cl:26])[O:27][C:2]1[N:3]=[C:4]([OH:18])[C:5]2[CH:11]=[CH:10][N:9]=[C:8]([C:12]3[N:13]=[CH:14][N:15]([CH3:17])[CH:16]=3)[C:6]=2[N:7]=1, predict the reactants needed to synthesize it. (4) Given the product [CH2:62]([O:33][CH2:32]/[CH:31]=[CH:30]/[C@@H:28]1[O:29][C@@H:25]([CH2:24][CH2:23][C@@H:21]2[O:22][C@H:17]([CH2:16][C@@H:14]3[O:15][C@H:11]([CH2:10][C@@H:9]([CH2:49][O:50][Si:51]([CH3:53])([CH3:52])[C:54]([CH3:56])([CH3:55])[CH3:57])[O:8][Si:1]([CH3:3])([CH3:2])[C:4]([CH3:5])([CH3:6])[CH3:7])[C@H:12]([O:47][CH3:48])[C@H:13]3[CH2:37][S:38]([C:41]3[CH:42]=[CH:43][CH:44]=[CH:45][CH:46]=3)(=[O:39])=[O:40])[C:18](=[CH2:36])[C@H:19]([CH3:35])[CH2:20]2)[C:26](=[CH2:34])[CH2:27]1)[CH:61]=[CH2:60], predict the reactants needed to synthesize it. The reactants are: [Si:1]([O:8][C@H:9]([CH2:49][O:50][Si:51]([C:54]([CH3:57])([CH3:56])[CH3:55])([CH3:53])[CH3:52])[CH2:10][C@H:11]1[O:15][C@@H:14]([CH2:16][C@H:17]2[O:22][C@@H:21]([CH2:23][CH2:24][C@@H:25]3[O:29][C@@H:28](/[CH:30]=[CH:31]/[CH2:32][OH:33])[CH2:27][C:26]3=[CH2:34])[CH2:20][C@@H:19]([CH3:35])[C:18]2=[CH2:36])[C@H:13]([CH2:37][S:38]([C:41]2[CH:46]=[CH:45][CH:44]=[CH:43][CH:42]=2)(=[O:40])=[O:39])[C@H:12]1[O:47][CH3:48])([C:4]([CH3:7])([CH3:6])[CH3:5])([CH3:3])[CH3:2].[H-].[Na+].[CH2:60](Br)[CH:61]=[CH2:62]. (5) Given the product [Br:6][C:7]1[CH:16]=[C:15]2[C:10]([CH2:11][CH:12]([CH3:21])[NH:13][CH2:14]2)=[CH:9][CH:8]=1, predict the reactants needed to synthesize it. The reactants are: I[Si](C)(C)C.[Br:6][C:7]1[CH:16]=[C:15]2[C:10]([CH2:11][CH:12]([CH3:21])[N:13](C(OC)=O)[CH2:14]2)=[CH:9][CH:8]=1.CO. (6) Given the product [ClH:34].[CH:1]1([C:4]2[N:8]([C:9]3[CH:10]=[CH:11][C:12]([NH:15][C:16](=[O:29])[CH:17]([C:19]4[CH:20]=[C:21]5[C:26](=[CH:27][CH:28]=4)[N:25]=[CH:24][CH:23]=[CH:22]5)[CH3:18])=[CH:13][CH:14]=3)[N:7]=[C:6]([C:30]([F:32])([F:31])[F:33])[CH:5]=2)[CH2:3][CH2:2]1, predict the reactants needed to synthesize it. The reactants are: [CH:1]1([C:4]2[N:8]([C:9]3[CH:14]=[CH:13][C:12]([NH:15][C:16](=[O:29])[CH:17]([C:19]4[CH:20]=[C:21]5[C:26](=[CH:27][CH:28]=4)[N:25]=[CH:24][CH:23]=[CH:22]5)[CH3:18])=[CH:11][CH:10]=3)[N:7]=[C:6]([C:30]([F:33])([F:32])[F:31])[CH:5]=2)[CH2:3][CH2:2]1.[ClH:34]. (7) Given the product [F:5][C:6]1[CH:7]=[CH:8][C:9]([C:29]2[C:34]([CH3:35])=[CH:33][C:32]([O:36][CH2:37][C:38]3([OH:39])[CH2:2][CH2:1]3)=[CH:31][C:30]=2[CH3:42])=[C:10]2[C:14]=1[C@H:13]([O:15][C:16]1[CH:28]=[CH:27][C:19]3[C@H:20]([CH2:23][C:24]([OH:26])=[O:25])[CH2:21][O:22][C:18]=3[CH:17]=1)[CH2:12][CH2:11]2, predict the reactants needed to synthesize it. The reactants are: [CH2:1]([Mg]Cl)[CH3:2].[F:5][C:6]1[CH:7]=[CH:8][C:9]([C:29]2[C:34]([CH3:35])=[CH:33][C:32]([O:36][CH2:37][C:38](OC)=[O:39])=[CH:31][C:30]=2[CH3:42])=[C:10]2[C:14]=1[C@H:13]([O:15][C:16]1[CH:28]=[CH:27][C:19]3[C@H:20]([CH2:23][C:24]([OH:26])=[O:25])[CH2:21][O:22][C:18]=3[CH:17]=1)[CH2:12][CH2:11]2. (8) The reactants are: Br[C:2]1[C:3]([NH:14][C:15]2[C:24]3[C:19](=[CH:20][C:21]([F:26])=[CH:22][C:23]=3[F:25])[N:18]=[C:17]([C:27]3[CH:32]=[CH:31][CH:30]=[CH:29][N:28]=3)[C:16]=2[CH3:33])=[CH:4][C:5]([N:8]2[CH2:13][CH2:12][O:11][CH2:10][CH2:9]2)=[N:6][CH:7]=1.[CH:34]1(B(O)O)[CH2:36][CH2:35]1.C1(P(C2CCCCC2)C2CCCCC2)CCCCC1.[O-]P([O-])([O-])=O.[K+].[K+].[K+]. Given the product [CH:34]1([C:2]2[C:3]([NH:14][C:15]3[C:24]4[C:19](=[CH:20][C:21]([F:26])=[CH:22][C:23]=4[F:25])[N:18]=[C:17]([C:27]4[CH:32]=[CH:31][CH:30]=[CH:29][N:28]=4)[C:16]=3[CH3:33])=[CH:4][C:5]([N:8]3[CH2:13][CH2:12][O:11][CH2:10][CH2:9]3)=[N:6][CH:7]=2)[CH2:36][CH2:35]1, predict the reactants needed to synthesize it. (9) Given the product [Cl:40][C:23]1[S:22][C:21]([C:18]2[CH:19]=[CH:20][C:15]([C:12]3[CH:13]=[CH:14][C:9]([C:6]4([C:4]([OH:5])=[O:3])[CH2:8][CH2:7]4)=[CH:10][CH:11]=3)=[CH:16][CH:17]=2)=[C:25]([NH:26][C:27]([O:29][C@@H:30]([C:32]2[CH:37]=[CH:36][C:35]([F:38])=[C:34]([F:39])[CH:33]=2)[CH3:31])=[O:28])[CH:24]=1, predict the reactants needed to synthesize it. The reactants are: C([O:3][C:4]([C:6]1([C:9]2[CH:14]=[CH:13][C:12]([C:15]3[CH:20]=[CH:19][C:18]([C:21]4[S:22][C:23]([Cl:40])=[CH:24][C:25]=4[NH:26][C:27]([O:29][C@@H:30]([C:32]4[CH:37]=[CH:36][C:35]([F:38])=[C:34]([F:39])[CH:33]=4)[CH3:31])=[O:28])=[CH:17][CH:16]=3)=[CH:11][CH:10]=2)[CH2:8][CH2:7]1)=[O:5])C.[OH-].[Na+].C(OCC)(=O)C. (10) Given the product [C:16]1([C:26]2[CH:27]=[CH:28][CH:29]=[CH:30][CH:31]=2)[CH:17]=[CH:18][C:19]([C:22]2[CH2:23][O:9][C:3]3[CH:4]=[C:5]([Cl:8])[CH:6]=[CH:7][C:2]=3[N:1]=2)=[CH:20][CH:21]=1, predict the reactants needed to synthesize it. The reactants are: [NH2:1][C:2]1[CH:7]=[CH:6][C:5]([Cl:8])=[CH:4][C:3]=1[OH:9].C([O-])([O-])=O.[K+].[K+].[C:16]1([C:26]2[CH:31]=[CH:30][CH:29]=[CH:28][CH:27]=2)[CH:21]=[CH:20][C:19]([C:22](=O)[CH2:23]Br)=[CH:18][CH:17]=1.